Dataset: Catalyst prediction with 721,799 reactions and 888 catalyst types from USPTO. Task: Predict which catalyst facilitates the given reaction. Reactant: [C:1]([O:5][C:6]([N:8]([C:28]([O:30][C:31]([CH3:34])([CH3:33])[CH3:32])=[O:29])[C@@H:9]([C:25]([OH:27])=O)[CH2:10][CH2:11][C@@H:12]([C:17]1[CH:22]=[CH:21][CH:20]=[C:19]([F:23])[C:18]=1[F:24])[CH:13]([CH2:15][OH:16])[NH2:14])=[O:7])([CH3:4])([CH3:3])[CH3:2].C(Cl)CCl.C1C=NC2N(O)N=NC=2C=1.C([O-])(O)=O.[Na+]. Product: [F:24][C:18]1[C:19]([F:23])=[CH:20][CH:21]=[CH:22][C:17]=1[C@H:12]1[CH:13]([CH2:15][OH:16])[NH:14][C:25](=[O:27])[C@H:9]([N:8]([C:6]([O:5][C:1]([CH3:3])([CH3:4])[CH3:2])=[O:7])[C:28]([O:30][C:31]([CH3:32])([CH3:34])[CH3:33])=[O:29])[CH2:10][CH2:11]1. The catalyst class is: 2.